From a dataset of Catalyst prediction with 721,799 reactions and 888 catalyst types from USPTO. Predict which catalyst facilitates the given reaction. (1) Reactant: [NH:1]1[C:6]2[CH:7]=[CH:8][CH:9]=[CH:10][C:5]=2[C:4](=[O:11])OC1=O.[NH2:13][CH2:14][CH2:15][CH2:16][CH2:17][OH:18]. Product: [OH:18][CH2:17][CH2:16][CH2:15][CH2:14][NH:13][C:4](=[O:11])[C:5]1[CH:10]=[CH:9][CH:8]=[CH:7][C:6]=1[NH2:1]. The catalyst class is: 12. (2) Reactant: [F:1][C:2]1[C:3]([CH3:9])=[C:4]([CH:6]=[CH:7][CH:8]=1)[NH2:5].C1C(=O)N([Br:17])C(=O)C1.[O-]S([O-])(=S)=O.[Na+].[Na+]. Product: [Br:17][C:8]1[CH:7]=[CH:6][C:4]([NH2:5])=[C:3]([CH3:9])[C:2]=1[F:1]. The catalyst class is: 23.